Dataset: Drug-target binding data from BindingDB using IC50 measurements. Task: Regression. Given a target protein amino acid sequence and a drug SMILES string, predict the binding affinity score between them. We predict pIC50 (pIC50 = -log10(IC50 in M); higher means more potent). Dataset: bindingdb_ic50. (1) The compound is O=C1Nc2cc(Nc3cccc(NC(=O)c4cccc(C(F)(F)F)c4)c3)ccc2/C1=C/c1ccc[nH]1. The target protein (P29319) has sequence MDCHLSILVLLGCCVLSCSGELSPQPSNEVNLLDSKTIQGELGWISYPSHGWEEISGVDEHYTPIRTYQVCNVMDHSQNNWLRTNWVPRNSAQKIYVELKFTLRDCNSIPLVLGTCKETFNLYYMESDDHGVKFREHQFTKIDTIAADESFTQMDLGDRILKLNTEIREVGPVNKKGFYLAFQDVGACVALVSVRVYFKKCPFTVKNLAMFPDTVPMDSQSLVEVRGSCVNNSKEEDPPRMYCSTEGEWLVPIGKCTCNAGYEERGFICQACRPGFYKASDGAAKCAKCPPHSSTQEDGSMNCRCENNYFRAEKDPPSMACARPPSAPRNVISNINETSVILDWSWPLDTGGRKDITFNIICKKCGWNVRQCEPCSPNVRFLPRQLGLTNTTVTVTDLLAHTNYTFEIDAVNGVSELSSPPRQYAAVSITTNQAAPSPVMTIKKDRTSRNSISLSWQEPEHPNGIILDYEVKYYQKQEQETSYTILRARGTNVTISSLKP.... The pIC50 is 5.3. (2) The target protein (Q02110) has sequence MTSYSDKGEKPERGRFLHFHSVTFWVGNAKQAASYYCSKIGFEPLAYKGLETGSREVVSHVVKQDKIVFVFSSALNPWNKEMGDHLVKHGDGVKDIAFEVEDCDYIVQKARERGAIIVREEVCCAADVRGHHTPLDRARQVWEGTLVEKMTFCLDSRPQPSQTLLHRLLLSKLPKCGLEIIDHIVGNQPDQEMESASQWYMRNLQFHRFWSVDDTQIHTEYSALRSVVMANYEESIKMPINEPAPGKKKSQIQEYVDYNGGAGVQHIALKTEDIITAIRSLRERGVEFLAVPFTYYKQLQEKLKSAKIRVKESIDVLEELKILVDYDEKGYLLQIFTKPMQDRPTVFLEVIQRNNHQGFGAGNFNSLFKAFEEEQELRGNLTDTDPNGVPFRL. The pIC50 is 7.0. The drug is CCOC(=O)C1CC(=O)C=C(OC(=O)C2CC2)C1. (3) The compound is CCCCCCOC(=O)[C@]1(O)C[C@@H]2O[C@@]1(C)n1c3ccccc3c3c4c(c5c6ccccc6n2c5c31)C(=O)NC4. The target protein sequence is MGNAAAAKKGSEQESVKEFLAKAKEDFLKKWENPAQNTAHLDQFERIKTIGTGSFGRVMLVKHMETGNHYAMKILDKQKVVKLKQIEHTLNEKRILQAVNFPFLVKLEFSFKDNSNLYMVMEYVPGGEMFSHLRRIGRFSEPHARFYAAQIVLTFEYLHSLDLIYRDLKPENLLIDQQGYIKVADFGFAKRVKGRTWTLCGTPEYLAPEIILSKGYNKAVDWWALGVLIYEMAAGYPPFFADQPIQIYEKIVSGKVRFPSHFSSDLKDLLRNLLQVDLTKRFGNLKNGVNDIKNHKWFATTDWIAIYQRKVEAPFIPKFKGPGDTSNFDDYEEEEIRVSINEKCGKEFSEF. The pIC50 is 5.3. (4) The small molecule is COc1ccc(C(=O)C#Cc2ccc(S(C)(=O)=O)cc2)cc1O. The target protein sequence is MNIGQIMGGRELFGGHDDSKKVKGTVVMMKKNALDFTDLAGSLTDIAFDVLGQKVSFQLISSVQGDPTNGLQGKHSNPAYLENSLFTLTPLTAGSETAFGVTFDWNEEFGVPGAFIIKNTHINEFFLKSLTLEDVPNHGKVHFDCNSWVYPSFRYKSDRIFFANQPYLPSKTPELLRKYRENELLTLRGDGTGKREAWDRIYDYDIYNDLGNPDQGKENVRTTLGGSAEYPYPRRGRTGRPPTRTDPKSESRIPLLLSLDIYVPRDERFGHLKMSDFLTYALKSIVQFILPELHALFDGTPNEFDSFEDVLRLYEGGIKLPQGPLFKALTAAIPLEMIKELLRTDGEGILRFPTPLVIKDSKTAWRTDEEFAREMLAGVNPIIISRLQEFPPKSKLDPEAYGNQNSTITAEHIEDKLDGLTVDEAMNNNKLFILNHHDLLIPYLRRINTTITKSYASRTLLFLQDNGSLKPLAIELSLPHPDGDQFGVTSKVYTPSDQGV.... The pIC50 is 5.0. (5) The small molecule is CC[C@@H](NC(=O)c1cc(C(=O)Nc2c(C)coc2C)n2c1CCCC2)c1ccccc1. The target protein (O14649) has sequence MKRQNVRTLALIVCTFTYLLVGAAVFDALESEPELIERQRLELRQQELRARYNLSQGGYEELERVVLRLKPHKAGVQWRFAGSFYFAITVITTIGYGHAAPSTDGGKVFCMFYALLGIPLTLVMFQSLGERINTLVRYLLHRAKKGLGMRRADVSMANMVLIGFFSCISTLCIGAAAFSHYEHWTFFQAYYYCFITLTTIGFGDYVALQKDQALQTQPQYVAFSFVYILTGLTVIGAFLNLVVLRFMTMNAEDEKRDAEHRALLTRNGQAGGGGGGGSAHTTDTASSTAAAGGGGFRNVYAEVLHFQSMCSCLWYKSREKLQYSIPMIIPRDLSTSDTCVEQSHSSPGGGGRYSDTPSRRCLCSGAPRSAISSVSTGLHSLSTFRGLMKRRSSV. The pIC50 is 6.7. (6) The small molecule is CCc1ccccc1-c1ccc2c(c1)CN(C)[C@H]2CNc1cnccc1C(=O)O. The target protein (O15054) has sequence MHRAVDPPGARAAREAFALGGLSCAGAWSSCPPHPPPRSAWLPGGRCSASIGQPPLPAPLPPSHGSSSGHPSKPYYAPGAPTPRPLHGKLESLHGCVQALLREPAQPGLWEQLGQLYESEHDSEEATRCYHSALRYGGSFAELGPRIGRLQQAQLWNFHTGSCQHRAKVLPPLEQVWNLLHLEHKRNYGAKRGGPPVKRAAEPPVVQPVPPAALSGPSGEEGLSPGGKRRRGCNSEQTGLPPGLPLPPPPLPPPPPPPPPPPPPLPGLATSPPFQLTKPGLWSTLHGDAWGPERKGSAPPERQEQRHSLPHPYPYPAPAYTAHPPGHRLVPAAPPGPGPRPPGAESHGCLPATRPPGSDLRESRVQRSRMDSSVSPAATTACVPYAPSRPPGLPGTTTSSSSSSSSNTGLRGVEPNPGIPGADHYQTPALEVSHHGRLGPSAHSSRKPFLGAPAATPHLSLPPGPSSPPPPPCPRLLRPPPPPAWLKGPACRAAREDGEI.... The pIC50 is 5.3. (7) The drug is COc1cc(O)c2c(=O)cc(-c3ccc(O)c(O)c3)oc2c1OC. The target protein (P07943) has sequence MASHLELNNGTKMPTLGLGTWKSPPGQVTEAVKVAIDMGYRHIDCAQVYQNEKEVGVALQEKLKEQVVKRQDLFIVSKLWCTFHDQSMVKGACQKTLSDLQLDYLDLYLIHWPTGFKPGPDYFPLDASGNVIPSDTDFVDTWTAMEQLVDEGLVKAIGVSNFNPLQIERILNKPGLKYKPAVNQIECHPYLTQEKLIEYCHCKGIVVTAYSPLGSPDRPWAKPEDPSLLEDPRIKEIAAKYNKTTAQVLIRFPIQRNLVVIPKSVTPARIAENFKVFDFELSNEDMATLLSYNRNWRVCALMSCAKHKDYPFHAEV. The pIC50 is 7.1.